This data is from Forward reaction prediction with 1.9M reactions from USPTO patents (1976-2016). The task is: Predict the product of the given reaction. (1) The product is: [C:22]([C:19]1[CH:18]=[CH:17][C:16]([C:9]2[C:10]3[C:15]([C:2]([B:32]([OH:37])[OH:33])=[C:3]4[C:8]=2[CH:7]=[CH:6][CH:5]=[CH:4]4)=[CH:14][CH:13]=[CH:12][CH:11]=3)=[CH:21][CH:20]=1)([CH3:24])([CH3:25])[CH3:23]. Given the reactants Br[C:2]1[C:3]2[C:8]([C:9]([C:16]3[CH:21]=[CH:20][C:19]([C:22]([CH3:25])([CH3:24])[CH3:23])=[CH:18][CH:17]=3)=[C:10]3[C:15]=1[CH:14]=[CH:13][CH:12]=[CH:11]3)=[CH:7][CH:6]=[CH:5][CH:4]=2.CCCCCC.[B:32](OC(C)C)([O:37]C(C)C)[O:33]C(C)C.Cl, predict the reaction product. (2) Given the reactants [C:1]([CH2:3][CH2:4][CH2:5][N:6]1[CH2:11][CH2:10][N:9](C(OC(C)(C)C)=O)[CH2:8][CH:7]1[CH3:19])#[N:2].[ClH:20], predict the reaction product. The product is: [ClH:20].[CH3:19][CH:7]1[CH2:8][NH:9][CH2:10][CH2:11][N:6]1[CH2:5][CH2:4][CH2:3][C:1]#[N:2]. (3) The product is: [OH:52][CH2:51][C:23]1[C@@H:24]([OH:43])[C@H:25]([OH:35])[C@@H:26]([OH:27])[C@H:21]([O:20][C:15]2[CH:16]=[CH:17][CH:18]=[CH:19][C:14]=2[CH2:13][C:10]2[CH:9]=[CH:8][C:7]([O:6][CH3:5])=[CH:12][CH:11]=2)[CH:22]=1. Given the reactants B(Cl)(Cl)Cl.[CH3:5][O:6][C:7]1[CH:12]=[CH:11][C:10]([CH2:13][C:14]2[CH:19]=[CH:18][CH:17]=[CH:16][C:15]=2[O:20][C@H:21]2[C@H:26]([O:27]CC3C=CC=CC=3)[C@@H:25]([O:35]CC3C=CC=CC=3)[C@H:24]([O:43]CC3C=CC=CC=3)[C:23]([CH2:51][O:52]CC3C=CC=CC=3)=[CH:22]2)=[CH:9][CH:8]=1.CO, predict the reaction product. (4) Given the reactants C(OC([N:8]1[CH2:15][CH:14]2[NH:16][CH:10]([CH2:11][O:12][CH2:13]2)[CH2:9]1)=O)(C)(C)C.[Br:17][C:18]1[CH:23]=[C:22]([F:24])[CH:21]=[CH:20][C:19]=1[C@H:25]1[C:30]([C:31]([O:33][CH3:34])=[O:32])=[C:29]([CH2:35]Br)[NH:28][C:27]([C:37]2[S:38][CH:39]=[CH:40][N:41]=2)=[N:26]1.COC(C1[C@H](C2C=CC(F)=CC=2Cl)N=C(C2SC=CN=2)NC=1CBr)=O, predict the reaction product. The product is: [Br:17][C:18]1[CH:23]=[C:22]([F:24])[CH:21]=[CH:20][C:19]=1[C@H:25]1[C:30]([C:31]([O:33][CH3:34])=[O:32])=[C:29]([CH2:35][N:16]2[CH:14]3[CH2:15][NH:8][CH2:9][CH:10]2[CH2:11][O:12][CH2:13]3)[NH:28][C:27]([C:37]2[S:38][CH:39]=[CH:40][N:41]=2)=[N:26]1. (5) Given the reactants [CH2:1]([O:8][C:9]1[CH:10]=[C:11]2[C:16](=[CH:17][C:18]=1[O:19][CH3:20])[CH:15]=[N:14][CH:13]([CH2:21][CH3:22])[CH2:12]2)[C:2]1[CH:7]=[CH:6][CH:5]=[CH:4][CH:3]=1.C(O[CH:26]=[C:27]([C:33](=[O:35])[CH3:34])[C:28]([O:30][CH2:31][CH3:32])=[O:29])C, predict the reaction product. The product is: [CH2:1]([O:8][C:9]1[C:18]([O:19][CH3:20])=[CH:17][C:16]2[CH:15]3[N:14]([CH:13]([CH2:21][CH3:22])[CH2:12][C:11]=2[CH:10]=1)[CH:26]=[C:27]([C:28]([O:30][CH2:31][CH3:32])=[O:29])[C:33](=[O:35])[CH2:34]3)[C:2]1[CH:7]=[CH:6][CH:5]=[CH:4][CH:3]=1. (6) Given the reactants [S:1]1[CH:5]=[CH:4][C:3]([C:6]2[CH:7]=[CH:8][C:9]3[N:10]([CH:12]=[C:13]([C:15]([O:17]CC)=[O:16])[N:14]=3)[CH:11]=2)=[CH:2]1.CC(C)(OC(NC1N=C(C2C=CC3N(C=C(C(O)=O)N=3)C=2)C=CC=1)=O)C, predict the reaction product. The product is: [S:1]1[CH:5]=[CH:4][C:3]([C:6]2[CH:7]=[CH:8][C:9]3[N:10]([CH:12]=[C:13]([C:15]([OH:17])=[O:16])[N:14]=3)[CH:11]=2)=[CH:2]1. (7) Given the reactants C[O:2][C:3](=[O:15])[C:4]1[CH:9]=[CH:8][C:7]([O:10][CH2:11][CH2:12]Br)=[CH:6][C:5]=1[OH:14].[C:16]([C:20]1[CH:28]=[CH:27][C:23]([CH:24]=[N:25][OH:26])=[CH:22][CH:21]=1)([CH3:19])([CH3:18])[CH3:17], predict the reaction product. The product is: [C:16]([C:20]1[CH:28]=[CH:27][C:23]([CH:24]=[N:25][O:26][CH2:12][CH2:11][O:10][C:7]2[CH:8]=[CH:9][C:4]([C:3]([OH:2])=[O:15])=[C:5]([OH:14])[CH:6]=2)=[CH:22][CH:21]=1)([CH3:19])([CH3:17])[CH3:18].